The task is: Predict which catalyst facilitates the given reaction.. This data is from Catalyst prediction with 721,799 reactions and 888 catalyst types from USPTO. (1) Reactant: [CH:1]1([NH:6][C:7]2[C:16]3[C:11](=[CH:12][CH:13]=[C:14]([OH:17])[CH:15]=3)[N:10]=[C:9]([C:18]#[N:19])[N:8]=2)[CH2:5][CH2:4][CH2:3][CH2:2]1.Cl.Cl[CH2:22][CH2:23][N:24]([CH3:26])[CH3:25].C(=O)([O-])[O-].[Cs+].[Cs+]. Product: [CH:1]1([NH:6][C:7]2[C:16]3[C:11](=[CH:12][CH:13]=[C:14]([O:17][CH2:22][CH2:23][N:24]([CH3:26])[CH3:25])[CH:15]=3)[N:10]=[C:9]([C:18]#[N:19])[N:8]=2)[CH2:2][CH2:3][CH2:4][CH2:5]1. The catalyst class is: 3. (2) Reactant: [C:1](N)(=O)[CH2:2][CH2:3]C(N)=O.CCN([CH:15]([CH3:17])[CH3:16])C(C)C.[C:18]([O-:25])(=[O:24])[CH2:19][CH2:20][C:21]([O-:23])=[O:22].CN(C(ON1N=NC2C=CC=NC1=2)=[N+](C)C)C.F[P-](F)(F)(F)(F)F. Product: [CH2:3]([O:22][C:21](=[O:23])[CH2:20][CH2:19][C:18]([O:25][CH2:17][CH:15]=[CH2:16])=[O:24])[CH:2]=[CH2:1]. The catalyst class is: 31.